Dataset: Reaction yield outcomes from USPTO patents with 853,638 reactions. Task: Predict the reaction yield, written as a fraction of the theoretical maximum amount of product (1.0 means a 100% yield; for example, 0.34 means a 34% yield). The reactants are [CH2:1]([C:3]1[S:29][C:6]2[N:7]([CH2:13][C:14]3[CH:19]=[CH:18][C:17]([C:20]4[C:21]([C:27]#[N:28])=[CH:22][C:23]([F:26])=[CH:24][CH:25]=4)=[CH:16][CH:15]=3)[C:8](=[O:12])[NH:9][C:10](=[O:11])[C:5]=2[CH:4]=1)[CH3:2].Br[CH2:31][C:32]([C:34]1[CH:39]=[CH:38][C:37]([O:40][CH3:41])=[CH:36][CH:35]=1)=[O:33].CN(C)C=O.[H-].[Na+]. The catalyst is C(OCC)(=O)C. The product is [CH2:1]([C:3]1[S:29][C:6]2[N:7]([CH2:13][C:14]3[CH:19]=[CH:18][C:17]([C:20]4[C:21]([C:27]#[N:28])=[CH:22][C:23]([F:26])=[CH:24][CH:25]=4)=[CH:16][CH:15]=3)[C:8](=[O:12])[N:9]([CH2:31][C:32]([C:34]3[CH:39]=[CH:38][C:37]([O:40][CH3:41])=[CH:36][CH:35]=3)=[O:33])[C:10](=[O:11])[C:5]=2[CH:4]=1)[CH3:2]. The yield is 0.870.